The task is: Regression. Given a peptide amino acid sequence and an MHC pseudo amino acid sequence, predict their binding affinity value. This is MHC class II binding data.. This data is from Peptide-MHC class II binding affinity with 134,281 pairs from IEDB. (1) The peptide sequence is MNVSIPHSFTMTLK. The MHC is HLA-DPA10301-DPB10402 with pseudo-sequence HLA-DPA10301-DPB10402. The binding affinity (normalized) is 0.288. (2) The peptide sequence is KLPKPPKPVSKMRMATPLL. The MHC is DRB1_0701 with pseudo-sequence DRB1_0701. The binding affinity (normalized) is 0.405. (3) The peptide sequence is PDKPSLDISLETVAID. The MHC is HLA-DQA10201-DQB10303 with pseudo-sequence HLA-DQA10201-DQB10303. The binding affinity (normalized) is 0.421. (4) The peptide sequence is CRKELAAVSVDCSEY. The MHC is HLA-DQA10401-DQB10402 with pseudo-sequence HLA-DQA10401-DQB10402. The binding affinity (normalized) is 0.647.